This data is from Reaction yield outcomes from USPTO patents with 853,638 reactions. The task is: Predict the reaction yield, written as a fraction of the theoretical maximum amount of product (1.0 means a 100% yield; for example, 0.34 means a 34% yield). (1) The reactants are [B:1](OC(C)C)([O:6]C(C)C)[O:2]C(C)C.Br[C:15]1[CH:20]=[CH:19][C:18]([S:21]([N:24]2[CH2:29][CH2:28][N:27]([CH3:30])[CH2:26][CH2:25]2)(=[O:23])=[O:22])=[CH:17][CH:16]=1.C([Li])CCC.O. The catalyst is O1CCCC1. The product is [CH3:30][N:27]1[CH2:28][CH2:29][N:24]([S:21]([C:18]2[CH:19]=[CH:20][C:15]([B:1]([OH:6])[OH:2])=[CH:16][CH:17]=2)(=[O:23])=[O:22])[CH2:25][CH2:26]1. The yield is 0.580. (2) The reactants are [NH2:1][C@H:2]1[CH2:6][CH2:5][N:4]([C:7]([O:9][C:10]([CH3:13])([CH3:12])[CH3:11])=[O:8])[CH2:3]1.CN(C)C.[C:18](Cl)(=[O:27])[O:19][CH2:20][C:21]1[CH:26]=[CH:25][CH:24]=[CH:23][CH:22]=1.O. The catalyst is C(Cl)Cl. The product is [CH2:20]([O:19][C:18]([NH:1][C@H:2]1[CH2:6][CH2:5][N:4]([C:7]([O:9][C:10]([CH3:13])([CH3:12])[CH3:11])=[O:8])[CH2:3]1)=[O:27])[C:21]1[CH:26]=[CH:25][CH:24]=[CH:23][CH:22]=1. The yield is 0.400. (3) The reactants are [N:1]1([C:6]2[CH:7]=[C:8]([CH:12]=[CH:13][N:14]=2)[C:9]([OH:11])=O)[CH:5]=[CH:4][N:3]=[CH:2]1.C1C=CC2N(O)N=NC=2C=1.O.CCN=C=NCCCN(C)C.Cl.Cl.[NH2:39][C:40]1[C:41]2[C:51]([O:52][CH2:53][C:54]([NH2:57])([CH3:56])[CH3:55])=[CH:50][CH:49]=[CH:48][C:42]=2[NH:43][S:44](=[O:47])(=[O:46])[N:45]=1.C(N(CC)CC)C. The catalyst is CN(C=O)C. The product is [NH2:39][C:40]1[C:41]2[C:51]([O:52][CH2:53][C:54]([NH:57][C:9](=[O:11])[C:8]3[CH:12]=[CH:13][N:14]=[C:6]([N:1]4[CH:5]=[CH:4][N:3]=[CH:2]4)[CH:7]=3)([CH3:55])[CH3:56])=[CH:50][CH:49]=[CH:48][C:42]=2[NH:43][S:44](=[O:47])(=[O:46])[N:45]=1. The yield is 0.0700. (4) The reactants are [NH:1]1[C:9]2[C:4](=[CH:5][CH:6]=[CH:7][CH:8]=2)[CH2:3][CH2:2]1.C(N(CC)C(C)C)(C)C.CN(C)C=O.F[C:25]1[CH:30]=[CH:29][C:28]([C:31]([F:34])([F:33])[F:32])=[CH:27][C:26]=1[N+:35]([O-:37])=[O:36]. The catalyst is O. The product is [N+:35]([C:26]1[CH:27]=[C:28]([C:31]([F:32])([F:33])[F:34])[CH:29]=[CH:30][C:25]=1[N:1]1[C:9]2[C:4](=[CH:5][CH:6]=[CH:7][CH:8]=2)[CH2:3][CH2:2]1)([O-:37])=[O:36]. The yield is 0.994. (5) The reactants are F[C@H]1[C@H]([C:8]2[CH:13]=[CH:12][C:11]([OH:14])=[CH:10][CH:9]=2)CCN([C@@H]2CCN(CC3C=CC(C)=CC=3)C2=O)C1.[C:29]([O:33][C:34]([NH:36][C@@H:37]([CH3:41])[C:38](O)=[O:39])=[O:35])([CH3:32])([CH3:31])[CH3:30].C1CCC(N=C=NC2CCCCC2)CC1.O. The catalyst is C(Cl)Cl.CN(C1C=CN=CC=1)C. The product is [C:29]([O:33][C:34]([NH:36][CH:37]([CH3:41])[C:38]([O:14][C:11]1[CH:10]=[CH:9][CH:8]=[CH:13][CH:12]=1)=[O:39])=[O:35])([CH3:32])([CH3:31])[CH3:30]. The yield is 0.740.